Task: Predict the product of the given reaction.. Dataset: Forward reaction prediction with 1.9M reactions from USPTO patents (1976-2016) (1) The product is: [C:38]1([C:28]2[N:29]=[C:30]([C:32]3[CH:33]=[CH:34][CH:35]=[CH:36][CH:37]=3)[N:31]=[C:26]([N:23]3[C:13]4[C:14](=[CH:15][C:16]5[C:4]([CH3:24])([CH3:3])[C:5]6[CH:6]=[CH:7][CH:8]=[CH:9][C:10]=6[C:11]=5[CH:12]=4)[C:17]4[C:22]3=[CH:21][CH:20]=[CH:19][CH:18]=4)[N:27]=2)[CH:43]=[CH:42][CH:41]=[CH:40][CH:39]=1. Given the reactants [H-].[Na+].[CH3:3][C:4]1([CH3:24])[C:16]2[CH:15]=[C:14]3[C:17]4[C:22]([NH:23][C:13]3=[CH:12][C:11]=2[C:10]2[CH:9]=[CH:8][CH:7]=[CH:6][C:5]1=2)=[CH:21][CH:20]=[CH:19][CH:18]=4.Cl[C:26]1[N:31]=[C:30]([C:32]2[CH:37]=[CH:36][CH:35]=[CH:34][CH:33]=2)[N:29]=[C:28]([C:38]2[CH:43]=[CH:42][CH:41]=[CH:40][CH:39]=2)[N:27]=1, predict the reaction product. (2) The product is: [CH3:12][O:13][C:14]1[N:15]=[CH:16][C:17]2[N:22]=[C:21]([NH:23][C:24]3[NH:1][CH2:2][C:3]4([CH2:4][N:5]5[CH2:6][CH2:7][CH:8]4[CH2:9][CH2:10]5)[N:11]=3)[S:20][C:18]=2[N:19]=1. Given the reactants [NH2:1][CH2:2][C:3]1([NH2:11])[CH:8]2[CH2:9][CH2:10][N:5]([CH2:6][CH2:7]2)[CH2:4]1.[CH3:12][O:13][C:14]1[N:15]=[CH:16][C:17]2[N:22]=[C:21]([N:23]=[C:24](SC)SC)[S:20][C:18]=2[N:19]=1, predict the reaction product. (3) Given the reactants [CH2:1]([C:6]1[S:10][C:9]([NH:11][C:12]([C:14]2[N:15]([CH3:22])[CH:16]=[C:17]([N+:19]([O-:21])=[O:20])[CH:18]=2)=[O:13])=[N:8][C:7]=1[C:23]([O:25]C)=[O:24])[CH2:2][CH:3]([CH3:5])[CH3:4].[OH-].[Li+], predict the reaction product. The product is: [CH2:1]([C:6]1[S:10][C:9]([NH:11][C:12]([C:14]2[N:15]([CH3:22])[CH:16]=[C:17]([N+:19]([O-:21])=[O:20])[CH:18]=2)=[O:13])=[N:8][C:7]=1[C:23]([OH:25])=[O:24])[CH2:2][CH:3]([CH3:5])[CH3:4]. (4) Given the reactants [OH:1][C:2]1[C:11]2[CH2:10][O:9][C:8](=[O:12])[N:7]([CH2:13][C:14]3[CH:21]=[CH:20][C:17]([C:18]#[N:19])=[CH:16][CH:15]=3)[C:6]=2[CH:5]=[N:4][C:3]=1[CH3:22].Br[CH2:24][C:25]1[CH:30]=[CH:29][C:28]([C:31]#[N:32])=[CH:27][CH:26]=1, predict the reaction product. The product is: [C:31]([C:28]1[CH:29]=[CH:30][C:25]([CH2:24][O:1][C:2]2[C:11]3[CH2:10][O:9][C:8](=[O:12])[N:7]([CH2:13][C:14]4[CH:21]=[CH:20][C:17]([C:18]#[N:19])=[CH:16][CH:15]=4)[C:6]=3[CH:5]=[N:4][C:3]=2[CH3:22])=[CH:26][CH:27]=1)#[N:32]. (5) Given the reactants [Cl:1][C:2]1[CH:22]=[CH:21][C:5]([CH2:6][C:7]2[C:8]([CH3:20])=[N:9][C:10]3[CH:11]=[C:12]([CH3:19])[CH:13]=[C:14]([OH:18])[C:15]=3[C:16]=2[CH3:17])=[CH:4][CH:3]=1.C1C=CC(N([S:30]([C:33]([F:36])([F:35])[F:34])(=[O:32])=[O:31])[S:30]([C:33]([F:36])([F:35])[F:34])(=[O:32])=[O:31])=CC=1.C(=O)([O-])[O-].[K+].[K+], predict the reaction product. The product is: [Cl:1][C:2]1[CH:3]=[CH:4][C:5]([CH2:6][C:7]2[C:8]([CH3:20])=[N:9][C:10]3[C:15]([C:16]=2[CH3:17])=[C:14]([O:18][S:30]([C:33]([F:36])([F:35])[F:34])(=[O:32])=[O:31])[CH:13]=[C:12]([CH3:19])[CH:11]=3)=[CH:21][CH:22]=1.